This data is from Catalyst prediction with 721,799 reactions and 888 catalyst types from USPTO. The task is: Predict which catalyst facilitates the given reaction. (1) Reactant: [CH3:1][O:2][P:3]([CH3:7])(=[O:6])[O:4][CH3:5].[CH2:8]([Li])[CH2:9][CH2:10][CH2:11][CH2:12][CH3:13].[CH3:15][CH2:16][C:17]1C=CC=C(OC(CC)=O)C=1.[OH2:28]. Product: [CH3:1][O:2][P:3]([CH2:7][C:8](=[O:28])[CH2:9][CH2:10][C:11]1[CH:17]=[CH:16][CH:15]=[CH:13][CH:12]=1)(=[O:6])[O:4][CH3:5]. The catalyst class is: 1. (2) Reactant: [CH:1]12[CH2:18][CH:8]([CH2:9][N:10]([C:12](=[O:17])[C:13]([F:16])([F:15])[F:14])[CH2:11]1)[C:7]1[CH:6]=[CH:5][CH:4]=[CH:3][C:2]2=1.[C:19](Cl)([CH3:21])=[O:20].[Cl-].[Al+3].[Cl-].[Cl-].C([O-])(O)=O.[Na+]. Product: [C:19]([C:5]1[CH:4]=[CH:3][C:2]2[CH:1]3[CH2:18][CH:8]([CH2:9][N:10]([C:12](=[O:17])[C:13]([F:15])([F:16])[F:14])[CH2:11]3)[C:7]=2[CH:6]=1)(=[O:20])[CH3:21]. The catalyst class is: 26. (3) Reactant: C(=O)=O.CC(C)=O.[NH2:8][C:9]1[S:10][C:11]2[C:16]([NH:17][C@H:18]([CH2:21][CH:22]([CH3:24])[CH3:23])[CH2:19][OH:20])=[N:15][C:14]([S:25]CC3C=CC=CC=3)=[N:13][C:12]=2[N:33]=1.[Na].[NH4+].[Cl-]. Product: [NH2:8][C:9]1[S:10][C:11]2[C:16]([NH:17][C@H:18]([CH2:21][CH:22]([CH3:23])[CH3:24])[CH2:19][OH:20])=[N:15][C:14]([SH:25])=[N:13][C:12]=2[N:33]=1. The catalyst class is: 328. (4) Product: [OH:7][CH2:6][C@@H:4]1[CH2:5][C@H:2]([NH:1][C:8](=[O:17])[O:9][CH2:10][C:11]2[CH:16]=[CH:15][CH:14]=[CH:13][CH:12]=2)[CH2:3]1. Reactant: [NH2:1][C@@H:2]1[CH2:5][C@H:4]([CH2:6][OH:7])[CH2:3]1.[C:8](=O)([O:17]N1C(=O)CCC1=O)[O:9][CH2:10][C:11]1[CH:16]=[CH:15][CH:14]=[CH:13][CH:12]=1.C(#N)C.CC(O)C. The catalyst class is: 66. (5) Reactant: [C:1]1([N:7]2[C:12](=[O:13])[C:11]3[S:14][CH:15]=[C:16]([C:17]4[CH:22]=[CH:21][CH:20]=[CH:19][CH:18]=4)[C:10]=3[N:9]=[CH:8]2)[CH:6]=[CH:5][CH:4]=[CH:3][CH:2]=1.N[C:24]1[C:28]([C:29]2C=CC3C(=CC=CC=3)C=2)=CS[C:25]=1C(OC)=O.C(OCC)(OCC)OCC.[Cl:53]C1C=CC(N)=CC=1. Product: [Cl:53][C:4]1[CH:5]=[CH:6][C:1]([N:7]2[C:12](=[O:13])[C:11]3[S:14][CH:15]=[C:16]([C:17]4[CH:18]=[CH:19][C:20]5[C:21](=[CH:25][CH:24]=[CH:28][CH:29]=5)[CH:22]=4)[C:10]=3[N:9]=[CH:8]2)=[CH:2][CH:3]=1. The catalyst class is: 15.